Predict the product of the given reaction. From a dataset of Forward reaction prediction with 1.9M reactions from USPTO patents (1976-2016). (1) Given the reactants O[CH2:2][CH:3]([NH:5][S:6]([C:9]1[CH:14]=[CH:13][C:12]([C:15]2[C:16]3[C:17]4[CH:30]=[CH:29][S:28][C:18]=4[C:19](=[O:27])[NH:20][C:21]=3[CH:22]=[CH:23][C:24]=2[O:25][CH3:26])=[CH:11][CH:10]=1)(=[O:8])=[O:7])[CH3:4].C1(P(C2C=CC=CC=2)C2C=CC=CC=2)C=CC=CC=1.C1C(=O)N([Cl:57])C(=O)C1, predict the reaction product. The product is: [Cl:57][CH2:2][CH:3]([NH:5][S:6]([C:9]1[CH:14]=[CH:13][C:12]([C:15]2[C:16]3[C:17]4[CH:30]=[CH:29][S:28][C:18]=4[C:19](=[O:27])[NH:20][C:21]=3[CH:22]=[CH:23][C:24]=2[O:25][CH3:26])=[CH:11][CH:10]=1)(=[O:8])=[O:7])[CH3:4]. (2) Given the reactants [S:1]1[CH:5]=[CH:4][CH:3]=[C:2]1[C:6](Cl)=[O:7].[Cl:9][C:10]1[CH:18]=[C:17]2[C:13]([C:14]([NH2:19])=[N:15][NH:16]2)=[CH:12][CH:11]=1, predict the reaction product. The product is: [Cl:9][C:10]1[CH:18]=[C:17]2[C:13]([C:14]([NH:19][C:6]([C:2]3[S:1][CH:5]=[CH:4][CH:3]=3)=[O:7])=[N:15][NH:16]2)=[CH:12][CH:11]=1.